This data is from Reaction yield outcomes from USPTO patents with 853,638 reactions. The task is: Predict the reaction yield, written as a fraction of the theoretical maximum amount of product (1.0 means a 100% yield; for example, 0.34 means a 34% yield). (1) The reactants are [S:1]1[CH:5]=[CH:4][CH:3]=[C:2]1[CH2:6][NH2:7].[C:8](O[C:8]([O:10][C:11]([CH3:14])([CH3:13])[CH3:12])=[O:9])([O:10][C:11]([CH3:14])([CH3:13])[CH3:12])=[O:9]. The catalyst is C(Cl)Cl. The product is [S:1]1[CH:5]=[CH:4][CH:3]=[C:2]1[CH2:6][NH:7][C:8](=[O:9])[O:10][C:11]([CH3:14])([CH3:13])[CH3:12]. The yield is 0.840. (2) The reactants are C[O:2][C:3]([C:5]1[S:6][C:7]([C:28]2[CH:33]=[CH:32][CH:31]=[CH:30][CH:29]=2)=[CH:8][C:9]=1[N:10]([CH:20]1[CH2:25][CH2:24][N:23]([C:26]#[N:27])[CH2:22][CH2:21]1)[C:11]([CH:13]1[CH2:18][CH2:17][CH:16]([CH3:19])[CH2:15][CH2:14]1)=[O:12])=[O:4].O.O[Li].O. The catalyst is O1CCOCC1. The product is [C:26]([N:23]1[CH2:22][CH2:21][CH:20]([N:10]([C:11]([CH:13]2[CH2:14][CH2:15][CH:16]([CH3:19])[CH2:17][CH2:18]2)=[O:12])[C:9]2[CH:8]=[C:7]([C:28]3[CH:33]=[CH:32][CH:31]=[CH:30][CH:29]=3)[S:6][C:5]=2[C:3]([OH:4])=[O:2])[CH2:25][CH2:24]1)#[N:27]. The yield is 0.780. (3) The reactants are [CH3:1][O:2][C:3](=[O:17])[CH2:4][C:5]([NH:7][C:8]1[CH:13]=[CH:12][C:11]([S:14][CH3:15])=[CH:10][C:9]=1[F:16])=[O:6].Cl[CH2:19][C:20]1[CH:25]=[CH:24][N:23]=[CH:22][N:21]=1.[OH-].[K+]. No catalyst specified. The product is [CH3:1][O:2][C:3](=[O:17])[CH:4]([CH2:19][C:20]1[CH:25]=[CH:24][N:23]=[CH:22][N:21]=1)[C:5]([NH:7][C:8]1[CH:13]=[CH:12][C:11]([S:14][CH3:15])=[CH:10][C:9]=1[F:16])=[O:6]. The yield is 0.230.